This data is from Catalyst prediction with 721,799 reactions and 888 catalyst types from USPTO. The task is: Predict which catalyst facilitates the given reaction. The catalyst class is: 9. Reactant: [Br:1][C:2]1[CH:11]=[CH:10][C:5]2[N:6]=[C:7](Cl)[S:8][C:4]=2[CH:3]=1.Cl.[NH:13]1[CH2:18][CH2:17][CH2:16][C@H:15]([OH:19])[CH2:14]1.C(N(CC)C(C)C)(C)C. Product: [Br:1][C:2]1[CH:11]=[CH:10][C:5]2[N:6]=[C:7]([N:13]3[CH2:18][CH2:17][CH2:16][C@H:15]([OH:19])[CH2:14]3)[S:8][C:4]=2[CH:3]=1.